Task: Predict the reactants needed to synthesize the given product.. Dataset: Full USPTO retrosynthesis dataset with 1.9M reactions from patents (1976-2016) (1) Given the product [F:27][C:28]1[CH:29]=[N:30][C:31]([N:34]2[CH2:35][CH2:36][N:37]([CH2:12][CH2:13][CH2:14][CH2:15][C:16]3[C:24]4[C:19](=[CH:20][CH:21]=[C:22]([C:25]#[N:26])[CH:23]=4)[NH:18][CH:17]=3)[CH2:38][CH2:39]2)=[N:32][CH:33]=1, predict the reactants needed to synthesize it. The reactants are: CC1C=CC(S(O[CH2:12][CH2:13][CH2:14][CH2:15][C:16]2[C:24]3[C:19](=[CH:20][CH:21]=[C:22]([C:25]#[N:26])[CH:23]=3)[NH:18][CH:17]=2)(=O)=O)=CC=1.[F:27][C:28]1[CH:29]=[N:30][C:31]([N:34]2[CH2:39][CH2:38][NH:37][CH2:36][CH2:35]2)=[N:32][CH:33]=1.C(=O)([O-])[O-].[K+].[K+].[I-].[K+]. (2) Given the product [NH2:8][C:6]1[CH:5]=[CH:4][C:3]([CH2:11][C:12]#[N:13])=[C:2]([F:1])[CH:7]=1, predict the reactants needed to synthesize it. The reactants are: [F:1][C:2]1[CH:7]=[C:6]([N+:8]([O-])=O)[CH:5]=[CH:4][C:3]=1[CH2:11][C:12]#[N:13]. (3) Given the product [Br:1][C:2]1[CH:10]=[C:9]2[C:5]([CH:6]=[N:7][N:8]2[S:11]([C:14]2[CH:19]=[CH:18][CH:17]=[CH:16][CH:15]=2)(=[O:13])=[O:12])=[C:4]([C:20]2[O:21][C:22]([CH2:25][N:35]3[CH2:36][C:31]4([CH2:27][CH2:28][CH2:29][CH2:30]4)[O:32][CH2:33][CH2:34]3)=[N:23][N:24]=2)[CH:3]=1, predict the reactants needed to synthesize it. The reactants are: [Br:1][C:2]1[CH:10]=[C:9]2[C:5]([CH:6]=[N:7][N:8]2[S:11]([C:14]2[CH:19]=[CH:18][CH:17]=[CH:16][CH:15]=2)(=[O:13])=[O:12])=[C:4]([C:20]2[O:21][C:22]([CH2:25]Cl)=[N:23][N:24]=2)[CH:3]=1.[CH2:27]1[C:31]2([CH2:36][NH:35][CH2:34][CH2:33][O:32]2)[CH2:30][CH2:29][CH2:28]1.CCN(C(C)C)C(C)C.[I-].[Na+]. (4) Given the product [O:11]1[CH:12]=[CH:13][CH2:14][CH:15]1[C:2]1[CH:7]=[CH:6][CH:5]=[CH:4][C:3]=1[N+:8]([O-:10])=[O:9], predict the reactants needed to synthesize it. The reactants are: Br[C:2]1[CH:7]=[CH:6][CH:5]=[CH:4][C:3]=1[N+:8]([O-:10])=[O:9].[O:11]1[CH:15]=[CH:14][CH2:13][CH2:12]1.C1C2C=CC(=C(P(C3C=CC=CC=3)C3C=CC=CC=3)C=2)CCC2C=CC(=C(P(C3C=CC=CC=3)C3C=CC=CC=3)C=2)C1.C1OC2C=CC(P(C3C=CC=CC=3)C3C=CC=CC=3)=C(C3C4OCCOC=4C=CC=3P(C3C=CC=CC=3)C3C=CC=CC=3)C=2OC1.C1OC2C(C3C4OCOC=4C=CC=3P(C3C=CC=CC=3)C3C=CC=CC=3)=C(P(C3C=CC=CC=3)C3C=CC=CC=3)C=CC=2O1.C1(P(C2C=CC=CC=2)C(CC(P(C2C=CC=CC=2)C2C=CC=CC=2)C)C)C=CC=CC=1.